From a dataset of Full USPTO retrosynthesis dataset with 1.9M reactions from patents (1976-2016). Predict the reactants needed to synthesize the given product. (1) Given the product [N:30]1([CH2:27]/[CH:28]=[CH:29]/[C:2]2[CH:3]=[CH:4][C:5]([C:8]([F:26])([F:25])[C:9]([C:17]3[CH:22]=[CH:21][C:20]([F:23])=[CH:19][C:18]=3[F:24])([OH:16])[CH2:10][N:11]3[CH:15]=[N:14][N:13]=[N:12]3)=[N:6][CH:7]=2)[CH:34]=[N:33][N:32]=[N:31]1, predict the reactants needed to synthesize it. The reactants are: Br[C:2]1[CH:3]=[CH:4][C:5]([C:8]([F:26])([F:25])[C:9]([C:17]2[CH:22]=[CH:21][C:20]([F:23])=[CH:19][C:18]=2[F:24])([OH:16])[CH2:10][N:11]2[CH:15]=[N:14][N:13]=[N:12]2)=[N:6][CH:7]=1.[CH2:27]([N:30]1[CH:34]=[N:33][N:32]=[N:31]1)[CH:28]=[CH2:29].C1(C)C=CC=CC=1P(C1C=CC=CC=1C)C1C=CC=CC=1C.C(N(C(C)C)CC)C. (2) Given the product [C:9]([N:26]1[CH2:25][CH2:24][C:23]2[C:28](=[CH:29][C:20]([N+:17]([O-:19])=[O:18])=[CH:21][CH:22]=2)[CH2:27]1)([O:11][C:12]([CH3:13])([CH3:14])[CH3:15])=[O:10], predict the reactants needed to synthesize it. The reactants are: [C:9](O[C:9]([O:11][C:12]([CH3:15])([CH3:14])[CH3:13])=[O:10])([O:11][C:12]([CH3:15])([CH3:14])[CH3:13])=[O:10].Cl.[N+:17]([C:20]1[CH:29]=[C:28]2[C:23]([CH2:24][CH2:25][NH:26][CH2:27]2)=[CH:22][CH:21]=1)([O-:19])=[O:18].CCN(CC)CC.C([O-])(O)=O.[Na+].